From a dataset of Reaction yield outcomes from USPTO patents with 853,638 reactions. Predict the reaction yield, written as a fraction of the theoretical maximum amount of product (1.0 means a 100% yield; for example, 0.34 means a 34% yield). (1) The reactants are [C:1]([O:5][C:6]([N:8]1[CH2:13][CH2:12][NH:11][CH2:10][CH2:9]1)=[O:7])([CH3:4])([CH3:3])[CH3:2].CCN(CC)CC.[F:21][C:22]([F:35])([F:34])[O:23][C:24]1[CH:29]=[CH:28][C:27]([S:30](Cl)(=[O:32])=[O:31])=[CH:26][CH:25]=1. The catalyst is C(Cl)Cl. The product is [C:1]([O:5][C:6]([N:8]1[CH2:13][CH2:12][N:11]([S:30]([C:27]2[CH:26]=[CH:25][C:24]([O:23][C:22]([F:21])([F:34])[F:35])=[CH:29][CH:28]=2)(=[O:32])=[O:31])[CH2:10][CH2:9]1)=[O:7])([CH3:4])([CH3:2])[CH3:3]. The yield is 1.00. (2) The reactants are ClC(N(C)C)=C.[CH3:7][O:8][C@H:9]([CH3:13])[C:10]([OH:12])=O.[NH2:14][C:15]1[CH:20]=[C:19]([CH2:21][O:22][C:23]2[C:32]3[C:27](=[CH:28][CH:29]=[CH:30][CH:31]=3)[C:26]([NH:33][C:34]([NH:36][C:37]3[N:41]([C:42]4[CH:47]=[CH:46][C:45]([CH3:48])=[CH:44][CH:43]=4)[N:40]=[C:39]([C:49]([CH3:52])([CH3:51])[CH3:50])[CH:38]=3)=[O:35])=[CH:25][CH:24]=2)[CH:18]=[CH:17][N:16]=1.CCN(C(C)C)C(C)C.N. The catalyst is C(Cl)Cl.CO.CCCC(C)C.CCOC(C)=O. The product is [C:49]([C:39]1[CH:38]=[C:37]([NH:36][C:34](=[O:35])[NH:33][C:26]2[C:27]3[C:32](=[CH:31][CH:30]=[CH:29][CH:28]=3)[C:23]([O:22][CH2:21][C:19]3[CH:18]=[CH:17][N:16]=[C:15]([NH:14][C:10](=[O:12])[C@H:9]([O:8][CH3:7])[CH3:13])[CH:20]=3)=[CH:24][CH:25]=2)[N:41]([C:42]2[CH:47]=[CH:46][C:45]([CH3:48])=[CH:44][CH:43]=2)[N:40]=1)([CH3:52])([CH3:51])[CH3:50]. The yield is 0.430. (3) The reactants are [F:1][C:2]([F:17])([F:16])[S:3][C:4]1[CH:15]=[CH:14][C:7]([CH:8]=[C:9]([C:12]#[N:13])[C:10]#[N:11])=[CH:6][CH:5]=1.C(=O)C1C=CC=CC=1.C1(N)C=CC=CC=1N. The catalyst is C(O)C. The product is [F:16][C:2]([F:1])([F:17])[S:3][C:4]1[CH:5]=[CH:6][C:7]([CH2:8][CH:9]([C:12]#[N:13])[C:10]#[N:11])=[CH:14][CH:15]=1. The yield is 0.770. (4) The reactants are [CH2:1]1[C:13]2[C:12]3[CH:11]=[C:10]([C:14]([NH:16][CH:17]4[CH2:22][CH2:21][N:20]([C:23]([O:25][C:26]([CH3:29])([CH3:28])[CH3:27])=[O:24])[CH2:19][CH2:18]4)=[O:15])[CH:9]=[CH:8][C:7]=3[NH:6][C:5]=2[CH2:4][CH2:3][NH:2]1.[F:30][C:31]([F:41])([F:40])[C:32]1[CH:39]=[CH:38][C:35]([CH:36]=O)=[CH:34][CH:33]=1.C(O[BH-](OC(=O)C)OC(=O)C)(=O)C.[Na+].C(=O)(O)[O-].[Na+]. The catalyst is C(Cl)Cl.C(OCC)C. The product is [F:30][C:31]([F:40])([F:41])[C:32]1[CH:39]=[CH:38][C:35]([CH2:36][N:2]2[CH2:3][CH2:4][C:5]3[NH:6][C:7]4[CH:8]=[CH:9][C:10]([C:14]([NH:16][CH:17]5[CH2:18][CH2:19][N:20]([C:23]([O:25][C:26]([CH3:29])([CH3:28])[CH3:27])=[O:24])[CH2:21][CH2:22]5)=[O:15])=[CH:11][C:12]=4[C:13]=3[CH2:1]2)=[CH:34][CH:33]=1. The yield is 0.840.